Dataset: Reaction yield outcomes from USPTO patents with 853,638 reactions. Task: Predict the reaction yield, written as a fraction of the theoretical maximum amount of product (1.0 means a 100% yield; for example, 0.34 means a 34% yield). (1) The reactants are [CH3:1][O:2][C:3]1[N:8]=[CH:7][C:6]([NH:9][C:10](=[O:16])[O:11][C:12]([CH3:15])([CH3:14])[CH3:13])=[CH:5][CH:4]=1.[Li]CCCC.[CH3:22][C@:23]1([CH2:31][N:32]2[C:36]3[CH:37]=[C:38]([C:41]#[N:42])[CH:39]=[CH:40][C:35]=3[N:34]=[CH:33]2)CCC[C@:25]2(OC2)[CH2:24]1.CN1CCCC1=O. The catalyst is O1CCCC1.CCOC(C)=O.O. The product is [CH3:1][O:2][C:3]1[N:8]=[CH:7][C:6]([N:9]2[CH2:14][C@@:12]3([CH2:13][CH2:25][CH2:24][C@@:23]([CH2:31][N:32]4[C:36]5[CH:37]=[C:38]([C:41]#[N:42])[CH:39]=[CH:40][C:35]=5[N:34]=[CH:33]4)([CH3:22])[CH2:15]3)[O:11][C:10]2=[O:16])=[CH:5][CH:4]=1. The yield is 0.790. (2) The product is [O:17]=[S:8]1(=[O:16])[N:9]([CH2:19][CH:20]2[O:25][CH2:24][CH2:23][N:22]([C:26]([O:28][C:29]([CH3:30])([CH3:32])[CH3:31])=[O:27])[CH2:21]2)[C:10]2[CH:15]=[CH:14][CH:13]=[CH:12][C:11]=2[N:7]1[C:1]1[CH:2]=[CH:3][CH:4]=[CH:5][CH:6]=1. The catalyst is O1CCCC1. The yield is 0.890. The reactants are [C:1]1([N:7]2[C:11]3[CH:12]=[CH:13][CH:14]=[CH:15][C:10]=3[NH:9][S:8]2(=[O:17])=[O:16])[CH:6]=[CH:5][CH:4]=[CH:3][CH:2]=1.O[CH2:19][CH:20]1[O:25][CH2:24][CH2:23][N:22]([C:26]([O:28][C:29]([CH3:32])([CH3:31])[CH3:30])=[O:27])[CH2:21]1.C1(P(C2C=CC=CC=2)C2C=CC=CC=2)C=CC=CC=1.N(C([O-])=O)=NC([O-])=O. (3) The reactants are [CH2:1]([O:8][C:9]1[CH:10]=[C:11]2[C:15](=[CH:16][CH:17]=1)[NH:14][C:13]([C:18]([O:20]CC)=O)=[CH:12]2)[C:2]1[CH:7]=[CH:6][CH:5]=[CH:4][CH:3]=1.CC(C)([O-])C.[K+:28].[C:29]([O:33][CH2:34][CH3:35])(=[O:32])[CH:30]=[CH2:31]. The catalyst is C1COCC1. The product is [CH2:1]([O:8][C:9]1[CH:17]=[CH:16][C:15]2[N:14]3[CH2:31][C:30]([C:29]([O:33][CH2:34][CH3:35])=[O:32])=[C:18]([O-:20])[C:13]3=[CH:12][C:11]=2[CH:10]=1)[C:2]1[CH:3]=[CH:4][CH:5]=[CH:6][CH:7]=1.[K+:28]. The yield is 0.610. (4) The reactants are [CH2:1]([O:3][C:4]([C:6]1[CH:7]=[C:8]2[C:13](=[CH:14][CH:15]=1)[NH:12][CH:11]([C:16]1[CH:21]=[CH:20][CH:19]=[C:18]([NH2:22])[CH:17]=1)[C:10]([CH3:24])([CH3:23])[CH2:9]2)=[O:5])[CH3:2].N1C=CC=CC=1.[N:31]1([C:36](Cl)=[O:37])[CH2:35][CH2:34][CH2:33][CH2:32]1. The catalyst is ClCCl. The product is [CH2:1]([O:3][C:4]([C:6]1[CH:7]=[C:8]2[C:13](=[CH:14][CH:15]=1)[NH:12][CH:11]([C:16]1[CH:21]=[CH:20][CH:19]=[C:18]([NH:22][C:36]([N:31]3[CH2:35][CH2:34][CH2:33][CH2:32]3)=[O:37])[CH:17]=1)[C:10]([CH3:23])([CH3:24])[CH2:9]2)=[O:5])[CH3:2]. The yield is 1.00. (5) The reactants are [Cl:1][C:2]1[CH:3]=[C:4]([NH:9][C:10]2[N:14]=[C:13]([NH2:15])[NH:12][N:11]=2)[CH:5]=[C:6]([Cl:8])[CH:7]=1.[Cl:16][C:17]1[CH:18]=[CH:19][C:20]([C:25]([F:28])([F:27])[F:26])=[C:21]([CH:24]=1)[CH:22]=O.[BH4-].[Na+]. The catalyst is CO. The product is [Cl:16][C:17]1[CH:18]=[CH:19][C:20]([C:25]([F:26])([F:27])[F:28])=[C:21]([CH:24]=1)[CH2:22][NH:15][C:13]1[NH:12][N:11]=[C:10]([NH:9][C:4]2[CH:5]=[C:6]([Cl:8])[CH:7]=[C:2]([Cl:1])[CH:3]=2)[N:14]=1. The yield is 0.700. (6) The reactants are [Br:1][C:2]1[CH:3]=[C:4]([C:11]([O:13][CH2:14][CH3:15])=[O:12])[C:5]2[CH:10]=[N:9][NH:8][C:6]=2[N:7]=1.C([O-])([O-])=O.[K+].[K+].[CH:22]1(Br)[CH2:26][CH2:25][CH2:24][CH2:23]1. The catalyst is C(#N)C. The product is [Br:1][C:2]1[CH:3]=[C:4]([C:11]([O:13][CH2:14][CH3:15])=[O:12])[C:5]2[CH:10]=[N:9][N:8]([CH:22]3[CH2:26][CH2:25][CH2:24][CH2:23]3)[C:6]=2[N:7]=1. The yield is 0.500. (7) The reactants are [Cl:1][C:2]1[CH:3]=[C:4]2[CH:10]=[C:9]([CH2:11][OH:12])[NH:8][C:5]2=[CH:6][N:7]=1. The product is [Cl:1][C:2]1[CH:3]=[C:4]2[CH:10]=[C:9]([CH:11]=[O:12])[NH:8][C:5]2=[CH:6][N:7]=1. The yield is 0.700. The catalyst is C(Cl)Cl.[O-2].[O-2].[Mn+4].